From a dataset of Full USPTO retrosynthesis dataset with 1.9M reactions from patents (1976-2016). Predict the reactants needed to synthesize the given product. (1) Given the product [C:20]([O:24][C:25]([N:27]1[CH2:32][CH:31]=[C:30]([CH2:5][C:4]([O:3][CH3:1])=[O:14])[C:29]([CH3:35])([CH3:34])[CH2:28]1)=[O:26])([CH3:23])([CH3:21])[CH3:22], predict the reactants needed to synthesize it. The reactants are: [CH2:1]([O:3][C:4](=[O:14])[CH2:5]P(OCC)(OCC)=O)C.C[O-].[Na+].CO.[C:20]([O:24][C:25]([N:27]1[CH2:32][CH2:31][C:30](=O)[C:29]([CH3:35])([CH3:34])[CH2:28]1)=[O:26])([CH3:23])([CH3:22])[CH3:21]. (2) Given the product [CH2:1]([O:3][C:4]([C@@H:6]1[CH2:10][C@H:9]([S:30][C:24]2[CH:29]=[CH:28][CH:27]=[CH:26][CH:25]=2)[CH2:8][C@H:7]1[C:16](=[O:23])[NH:17][C:18]1([C:21]#[N:22])[CH2:19][CH2:20]1)=[O:5])[CH3:2], predict the reactants needed to synthesize it. The reactants are: [CH2:1]([O:3][C:4]([C@@H:6]1[CH2:10][CH:9](OS(C)(=O)=O)[CH2:8][C@H:7]1[C:16](=[O:23])[NH:17][C:18]1([C:21]#[N:22])[CH2:20][CH2:19]1)=[O:5])[CH3:2].[C:24]1([SH:30])[CH:29]=[CH:28][CH:27]=[CH:26][CH:25]=1. (3) Given the product [CH3:19][C:16]1[CH:17]=[CH:18][C:13]([C:12]([NH:11][C:21]2[C:22]([C:33]([O:35][CH3:36])=[O:34])=[C:23]([C:26]3[CH:31]=[CH:30][C:29]([CH3:32])=[CH:28][CH:27]=3)[S:24][CH:25]=2)=[O:20])=[CH:14][CH:15]=1, predict the reactants needed to synthesize it. The reactants are: C(OC([N:11]([C:21]1[C:22]([C:33]([O:35][CH3:36])=[O:34])=[C:23]([C:26]2[CH:31]=[CH:30][C:29]([CH3:32])=[CH:28][CH:27]=2)[S:24][CH:25]=1)[C:12](=[O:20])[C:13]1[CH:18]=[CH:17][C:16]([CH3:19])=[CH:15][CH:14]=1)=O)C1C=CC=CC=1.